This data is from Forward reaction prediction with 1.9M reactions from USPTO patents (1976-2016). The task is: Predict the product of the given reaction. The product is: [CH:1]([C:4]1[CH:5]=[CH:6][C:7]([CH:10]([C:11]2[CH:21]=[C:4]([CH3:5])[CH:1]=[CH:2][C:12]=2[OH:13])[C:7]([CH3:8])=[CH2:6])=[CH:8][CH:9]=1)([CH3:2])[CH3:3]. Given the reactants [CH:1]([C:4]1[CH:9]=[CH:8][C:7]([CH:10]=[C:11]([CH3:21])[CH2:12][O:13]C2C=CC(C)=CC=2)=[CH:6][CH:5]=1)([CH3:3])[CH3:2], predict the reaction product.